This data is from Catalyst prediction with 721,799 reactions and 888 catalyst types from USPTO. The task is: Predict which catalyst facilitates the given reaction. (1) The catalyst class is: 112. Reactant: [Br:1][C:2]1[CH:10]=[CH:9][C:5]([C:6](O)=[O:7])=[C:4]([F:11])[CH:3]=1.CCN=C=NCCCN(C)C.Cl.[CH3:24][NH:25][O:26][CH3:27].C(N(C(C)C)CC)(C)C. Product: [Br:1][C:2]1[CH:10]=[CH:9][C:5]([C:6]([N:25]([O:26][CH3:27])[CH3:24])=[O:7])=[C:4]([F:11])[CH:3]=1. (2) Reactant: [NH:1]1[C:9]2[C:4](=[CH:5][CH:6]=[CH:7][N:8]=2)[CH:3]=[CH:2]1.[Cl:10][C:11]1[N:16]=[C:15]([O:17][CH3:18])[C:14]([CH:19]=[O:20])=[CH:13][CH:12]=1.CO.[OH-].[K+]. Product: [Cl:10][C:11]1[N:16]=[C:15]([O:17][CH3:18])[C:14]([CH:19]([C:3]2[C:4]3[C:9](=[N:8][CH:7]=[CH:6][CH:5]=3)[NH:1][CH:2]=2)[OH:20])=[CH:13][CH:12]=1. The catalyst class is: 4. (3) Reactant: [Cl:1][C:2]1[C:3]([CH3:16])=[C:4]([C:8]([OH:15])=[C:9]([C:11]([CH3:14])([CH3:13])[CH3:12])[CH:10]=1)[C:5]([OH:7])=[O:6].[C:17]1(O)[CH:22]=[CH:21][CH:20]=[CH:19][CH:18]=1.P(Cl)(Cl)(Cl)=O. Product: [C:17]1([O:6][C:5](=[O:7])[C:4]2[C:3]([CH3:16])=[C:2]([Cl:1])[CH:10]=[C:9]([C:11]([CH3:12])([CH3:13])[CH3:14])[C:8]=2[OH:15])[CH:22]=[CH:21][CH:20]=[CH:19][CH:18]=1. The catalyst class is: 11. (4) Reactant: [Cl:1][C:2]1[CH:3]=[C:4]([NH:9][C:10]2[C:19]3[C:14](=[CH:15][C:16]([O:21][CH3:22])=[C:17]([NH2:20])[CH:18]=3)[N:13]=[CH:12][N:11]=2)[CH:5]=[CH:6][C:7]=1[F:8].[Br:23][CH2:24]/[CH:25]=[CH:26]/[C:27](Cl)=[O:28].O. Product: [Br:23][CH2:24]/[CH:25]=[CH:26]/[C:27]([NH:20][C:17]1[CH:18]=[C:19]2[C:14](=[CH:15][C:16]=1[O:21][CH3:22])[N:13]=[CH:12][N:11]=[C:10]2[NH:9][C:4]1[CH:5]=[CH:6][C:7]([F:8])=[C:2]([Cl:1])[CH:3]=1)=[O:28]. The catalyst class is: 7. (5) Reactant: [Cl:1][C:2]1[CH:3]=[C:4]([S:9]([NH2:12])(=[O:11])=[O:10])[CH:5]=[N:6][C:7]=1Cl.[CH:13]1([N:16]2[CH2:21][CH2:20][CH:19]([NH2:22])[CH2:18][CH2:17]2)[CH2:15][CH2:14]1.C(N(CC)C(C)C)(C)C. Product: [Cl:1][C:2]1[CH:3]=[C:4]([S:9]([NH2:12])(=[O:11])=[O:10])[CH:5]=[N:6][C:7]=1[NH:22][CH:19]1[CH2:20][CH2:21][N:16]([CH:13]2[CH2:15][CH2:14]2)[CH2:17][CH2:18]1. The catalyst class is: 12.